From a dataset of Full USPTO retrosynthesis dataset with 1.9M reactions from patents (1976-2016). Predict the reactants needed to synthesize the given product. (1) Given the product [CH3:14][O:15][CH2:16][CH2:17][O:18][C:9]1[CH:10]=[C:11]([CH3:12])[C:6]([C:4]([NH2:21])=[O:5])=[N:7][CH:8]=1, predict the reactants needed to synthesize it. The reactants are: C(O[C:4]([C:6]1[C:11]([CH3:12])=[CH:10][C:9](Br)=[CH:8][N:7]=1)=[O:5])C.[CH3:14][O:15][CH2:16][CH2:17][OH:18].[H-].[Na+].[NH3:21]. (2) Given the product [Cl:34][C:35]1[CH:40]=[CH:39][C:38]([CH:41]2[CH2:42][CH2:30][N:29]([C:22]([NH:1][C:2]3[CH:7]=[CH:6][C:5]([N:8]4[CH2:12][CH2:11][C@H:10]([CH2:13][NH:14][C:15](=[O:21])[O:16][C:17]([CH3:18])([CH3:20])[CH3:19])[CH2:9]4)=[CH:4][CH:3]=3)=[O:23])[CH2:33][CH2:32]2)=[CH:37][CH:36]=1, predict the reactants needed to synthesize it. The reactants are: [NH2:1][C:2]1[CH:7]=[CH:6][C:5]([N:8]2[CH2:12][CH2:11][C@H:10]([CH2:13][NH:14][C:15](=[O:21])[O:16][C:17]([CH3:20])([CH3:19])[CH3:18])[CH2:9]2)=[CH:4][CH:3]=1.[C:22]([N:29]1[CH:33]=[CH:32]N=[CH:30]1)(N1C=CN=C1)=[O:23].[Cl:34][C:35]1[CH:40]=[CH:39][C:38]([CH:41]2CCNC[CH2:42]2)=[CH:37][CH:36]=1. (3) Given the product [C:31]([O:18][C:17](=[O:19])[CH2:16][CH2:15][CH2:14][C:9]1[CH:10]=[CH:11][CH:12]=[CH:13][C:8]=1[N:7]([C:5](=[O:6])[C:4]1[CH:21]=[CH:22][C:23]([Cl:24])=[C:2]([Br:1])[CH:3]=1)[CH3:20])([CH3:34])([CH3:33])[CH3:32], predict the reactants needed to synthesize it. The reactants are: [Br:1][C:2]1[CH:3]=[C:4]([CH:21]=[CH:22][C:23]=1[Cl:24])[C:5]([N:7]([CH3:20])[C:8]1[CH:13]=[CH:12][CH:11]=[CH:10][C:9]=1[CH2:14][CH2:15][CH2:16][C:17]([OH:19])=[O:18])=[O:6].C(Cl)(=O)C(Cl)=O.[C:31](O)([CH3:34])([CH3:33])[CH3:32]. (4) Given the product [CH3:1][S:2]([C:5]1[CH:6]=[CH:7][C:8]([CH2:12][CH2:13][CH3:14])=[C:9]([CH:11]=1)[NH2:10])(=[O:3])=[O:4], predict the reactants needed to synthesize it. The reactants are: [CH3:1][S:2]([C:5]1[CH:6]=[CH:7][C:8](/[CH:12]=[CH:13]/[CH3:14])=[C:9]([CH:11]=1)[NH2:10])(=[O:4])=[O:3].[H][H]. (5) Given the product [N:30]1([S:34]([NH:37][C:38](=[O:57])[C:39]2[CH:44]=[C:43]([CH:15]3[CH2:10][CH2:9]3)[C:42]([O:46][CH2:47][CH:48]3[C:50]4([CH2:55][CH2:54][CH2:53][CH2:52][CH2:51]4)[CH2:49]3)=[CH:41][C:40]=2[F:56])(=[O:36])=[O:35])[CH2:33][CH2:32][CH2:31]1, predict the reactants needed to synthesize it. The reactants are: N1(S(N[C:9](=O)[C:10]2[CH:15]=C(Cl)C(OCC3(C(F)(F)F)CCCC3)=CC=2F)(=O)=O)CCC1.[N:30]1([S:34]([NH:37][C:38](=[O:57])[C:39]2[CH:44]=[C:43](Cl)[C:42]([O:46][CH2:47][CH:48]3[C:50]4([CH2:55][CH2:54][CH2:53][CH2:52][CH2:51]4)[CH2:49]3)=[CH:41][C:40]=2[F:56])(=[O:36])=[O:35])[CH2:33][CH2:32][CH2:31]1. (6) Given the product [CH3:32][O:33][C@@H:34]1[C@@H:38]([O:39][N+:40]([O-:42])=[O:41])[CH2:37][C@H:36]([C:43]([O:30][CH2:29][C:9]2[N:10]([CH2:11][C:12]3[CH:13]=[CH:14][C:15]([C:18]4[CH:19]=[CH:20][CH:21]=[CH:22][C:23]=4[C:24]4[NH:28][N:27]=[N:26][N:25]=4)=[CH:16][CH:17]=3)[C:6]([CH2:5][CH2:4][CH2:3][CH3:2])=[N:7][C:8]=2[Cl:31])=[O:44])[CH2:35]1, predict the reactants needed to synthesize it. The reactants are: [K].[CH3:2][CH2:3][CH2:4][CH2:5][C:6]1[N:10]([CH2:11][C:12]2[CH:13]=[CH:14][C:15]([C:18]3[CH:19]=[CH:20][CH:21]=[CH:22][C:23]=3[C:24]3[N:28]=[N:27][NH:26][N:25]=3)=[CH:16][CH:17]=2)[C:9]([CH2:29][OH:30])=[C:8]([Cl:31])[N:7]=1.[CH3:32][O:33][C@@H:34]1[C@@H:38]([O:39][N+:40]([O-:42])=[O:41])[CH2:37][C@H:36]([C:43](O)=[O:44])[CH2:35]1.Cl.C(N=C=NCCCN(C)C)C.CN1CCOCC1. (7) The reactants are: [CH3:1][CH:2]([CH2:7][C:8]([CH3:11])([CH3:10])[CH3:9])[CH2:3][C:4]([OH:6])=O.[CH2:12]([CH:16]([CH2:19][CH2:20][CH2:21][CH2:22][CH2:23][CH3:24])[CH2:17][NH2:18])[CH2:13][CH2:14][CH3:15].CC(N)=NCC1C=CC=C(CN)C=1.Cl.Cl. Given the product [CH3:1][CH:2]([CH2:7][C:8]([CH3:11])([CH3:10])[CH3:9])[CH2:3][C:4]([NH:18][CH2:17][CH:16]([CH2:12][CH2:13][CH2:14][CH3:15])[CH2:19][CH2:20][CH2:21][CH2:22][CH2:23][CH3:24])=[O:6], predict the reactants needed to synthesize it.